Dataset: Retrosynthesis with 50K atom-mapped reactions and 10 reaction types from USPTO. Task: Predict the reactants needed to synthesize the given product. (1) Given the product O=C(O)C(=O)c1cn(Cc2ccccc2)c2ccc(-c3ccc(F)c(Cl)c3)cc12, predict the reactants needed to synthesize it. The reactants are: CCOC(=O)C(=O)c1cn(Cc2ccccc2)c2ccc(-c3ccc(F)c(Cl)c3)cc12. (2) Given the product [N-]=[N+]=NCC(Cc1ccccc1)OCc1ccccc1, predict the reactants needed to synthesize it. The reactants are: BrCc1ccccc1.[N-]=[N+]=NCC(O)Cc1ccccc1.